This data is from Retrosynthesis with 50K atom-mapped reactions and 10 reaction types from USPTO. The task is: Predict the reactants needed to synthesize the given product. (1) The reactants are: CC#CCOc1cc(Cl)ncn1.NCc1ccccc1. Given the product CC#CCOc1cc(NCc2ccccc2)ncn1, predict the reactants needed to synthesize it. (2) Given the product CCc1sc(-c2ccc(Cl)cc2)cc1Br, predict the reactants needed to synthesize it. The reactants are: CCc1sc(Br)cc1Br.Clc1ccc(I)cc1. (3) Given the product CC(C)(C)OC(=O)NC1(c2ccc(-c3c(-c4ccccc4)oc4c(-c5ccccc5S(C)(=O)=O)nccc4c3=O)cc2)CCC1, predict the reactants needed to synthesize it. The reactants are: CC(C)(C)OC(=O)NC1(c2ccc(-c3c(-c4ccccc4)oc4c(Cl)nccc4c3=O)cc2)CCC1.CS(=O)(=O)c1ccccc1B(O)O. (4) Given the product CS(=O)(=O)Nc1ccc(CC(=O)O)cc1, predict the reactants needed to synthesize it. The reactants are: CCOC(=O)Cc1ccc(NS(C)(=O)=O)cc1. (5) Given the product CCCc1c2c(c(O)c3c(=O)cc(C(=O)Nc4ccc(CC5SC(=O)NC5=O)cc4)oc13)CCCC2, predict the reactants needed to synthesize it. The reactants are: CCCc1c2c(c(O)c3c(=O)cc(C(=O)O)oc13)CCCC2.Nc1ccc(CC2SC(=O)NC2=O)cc1. (6) Given the product N[C@H](COCc1ccccc1)Cc1ccccc1, predict the reactants needed to synthesize it. The reactants are: BrCc1ccccc1.N[C@H](CO)Cc1ccccc1. (7) Given the product C=CCO[C@H]1C[C@@H](C(=O)OC)N(C(=O)OC(C)(C)C)C1, predict the reactants needed to synthesize it. The reactants are: C=CCBr.COC(=O)[C@@H]1C[C@H](O)CN1C(=O)OC(C)(C)C. (8) Given the product COC(=O)Cc1ccc(C#Cc2cccc(C(C)(C)C(=O)O)c2)cc1, predict the reactants needed to synthesize it. The reactants are: CCOC(=O)C(C)(C)c1cccc(C#Cc2ccc(CC(=O)OC)cc2)c1. (9) Given the product CC(C)(C)OC(=O)[C@@H](N)Cc1cccc(C2CCC2)c1, predict the reactants needed to synthesize it. The reactants are: C=C(C)C.N[C@@H](Cc1cccc(C2CCC2)c1)C(=O)O. (10) The reactants are: NC1=N[C@@]2(CCO1)c1cc(Br)ccc1Oc1c2cc(Cl)nc1F.[N-]=[N+]=[N-]. Given the product [N-]=[N+]=Nc1ccc2c(c1)[C@@]1(CCOC(N)=N1)c1cc(Cl)nc(F)c1O2, predict the reactants needed to synthesize it.